Predict the product of the given reaction. From a dataset of Forward reaction prediction with 1.9M reactions from USPTO patents (1976-2016). (1) Given the reactants [CH2:1]([O:8][CH2:9][CH:10]([C:15]1[N:20]=[C:19]([C:21]([NH:23][CH2:24][C:25]2[CH:30]=[CH:29][C:28]([F:31])=[CH:27][CH:26]=2)=[O:22])[C:18]([OH:32])=[C:17]([OH:33])[N:16]=1)[NH:11][CH2:12][CH2:13]Cl)[C:2]1[CH:7]=[CH:6][CH:5]=[CH:4][CH:3]=1.CC(C)([O-])C.[K+].FC(F)(F)C(O)=O, predict the reaction product. The product is: [CH2:1]([O:8][CH2:9][CH:10]1[C:15]2=[N:20][C:19]([C:21]([NH:23][CH2:24][C:25]3[CH:30]=[CH:29][C:28]([F:31])=[CH:27][CH:26]=3)=[O:22])=[C:18]([OH:32])[C:17](=[O:33])[N:16]2[CH2:13][CH2:12][NH:11]1)[C:2]1[CH:7]=[CH:6][CH:5]=[CH:4][CH:3]=1. (2) Given the reactants [NH2:1][CH2:2][C@@H:3]1[O:7][C:6](=[O:8])[N:5]([C:9]2[CH:14]=[CH:13][C:12]([C:15]3[CH2:16][CH2:17][N:18]([CH2:21][C:22]4[CH:27]=[CH:26][CH:25]=[CH:24][CH:23]=4)[CH2:19][CH:20]=3)=[C:11]([F:28])[CH:10]=2)[CH2:4]1.C(N(C(C)C)CC)(C)C.C1(C)C(S([NH:47][N:48]=[C:49]([CH3:53])[CH:50](Cl)Cl)(=O)=O)=CC=CC=1.CO, predict the reaction product. The product is: [CH2:21]([N:18]1[CH2:17][CH:16]=[C:15]([C:12]2[CH:13]=[CH:14][C:9]([N:5]3[CH2:4][C@H:3]([CH2:2][N:1]4[CH:50]=[C:49]([CH3:53])[N:48]=[N:47]4)[O:7][C:6]3=[O:8])=[CH:10][C:11]=2[F:28])[CH2:20][CH2:19]1)[C:22]1[CH:27]=[CH:26][CH:25]=[CH:24][CH:23]=1. (3) Given the reactants C([C:3]1[CH:12]=[CH:11][C:10]2[CH:9]([N:13]([CH2:23][CH2:24][C:25]3[CH:30]=[CH:29][CH:28]=[CH:27][C:26]=3[O:31]C)[CH2:14][CH2:15][CH2:16]CC(OCC)=O)[CH2:8][CH2:7][CH2:6][C:5]=2[N:4]=1)#N.[C:33]([O:36][CH2:37][CH3:38])(=[O:35])[CH3:34], predict the reaction product. The product is: [CH2:37]([O:36][C:33](=[O:35])[CH2:34][CH2:16][CH2:15][CH2:14][N:13]([CH2:23][CH2:24][C:25]1[CH:30]=[CH:29][CH:28]=[CH:27][C:26]=1[OH:31])[CH:9]1[CH2:8][CH2:7][CH2:6][C:5]2[N:4]=[C:3]([C:33]([O:36][CH2:37][CH3:38])=[O:35])[CH:12]=[CH:11][C:10]1=2)[CH3:38]. (4) The product is: [ClH:1].[CH3:23][NH:24][CH2:2][CH2:3][CH2:4][N:5]1[C:9]2[CH:10]=[CH:11][CH:12]=[CH:13][C:8]=2[N:7]([C:14]2[CH:19]=[CH:18][C:17]([CH3:20])=[CH:16][N:15]=2)[S:6]1(=[O:22])=[O:21]. Given the reactants [Cl:1][CH2:2][CH2:3][CH2:4][N:5]1[C:9]2[CH:10]=[CH:11][CH:12]=[CH:13][C:8]=2[N:7]([C:14]2[CH:19]=[CH:18][C:17]([CH3:20])=[CH:16][N:15]=2)[S:6]1(=[O:22])=[O:21].[CH3:23][NH2:24].C(O)C, predict the reaction product.